From a dataset of Forward reaction prediction with 1.9M reactions from USPTO patents (1976-2016). Predict the product of the given reaction. (1) Given the reactants Br[C:2]1[CH:3]=[C:4]([O:9][Si:10]([CH:17]([CH3:19])[CH3:18])([CH:14]([CH3:16])[CH3:15])[CH:11]([CH3:13])[CH3:12])[CH:5]=[C:6]([Br:8])[CH:7]=1.[C:20]([O-])([O-])=O.[Cs+].[Cs+].[NH2:26][C:27]1[CH:28]=[CH:29][C:30]([C:33]#[N:34])=N[CH:32]=1, predict the reaction product. The product is: [Br:8][C:6]1[CH:7]=[C:2]([NH:26][C:27]2[CH:32]=[CH:20][C:30]([C:33]#[N:34])=[CH:29][CH:28]=2)[CH:3]=[C:4]([O:9][Si:10]([CH:17]([CH3:19])[CH3:18])([CH:14]([CH3:16])[CH3:15])[CH:11]([CH3:13])[CH3:12])[CH:5]=1. (2) The product is: [C:24]([NH:28][S:29]([C:32]1[CH:37]=[C:36]([C:2]2[CH:7]=[CH:6][CH:5]=[C:4]([C:8]3[CH2:14][C:13](=[O:15])[NH:12][C:11]4[CH:16]=[C:17]([C:20]([F:22])([F:21])[F:23])[CH:18]=[CH:19][C:10]=4[N:9]=3)[CH:3]=2)[CH:35]=[CH:34][CH:33]=1)(=[O:31])=[O:30])([CH3:27])([CH3:25])[CH3:26]. Given the reactants Br[C:2]1[CH:3]=[C:4]([C:8]2[CH2:14][C:13](=[O:15])[NH:12][C:11]3[CH:16]=[C:17]([C:20]([F:23])([F:22])[F:21])[CH:18]=[CH:19][C:10]=3[N:9]=2)[CH:5]=[CH:6][CH:7]=1.[C:24]([NH:28][S:29]([C:32]1[CH:33]=[C:34](B(O)O)[CH:35]=[CH:36][CH:37]=1)(=[O:31])=[O:30])([CH3:27])([CH3:26])[CH3:25], predict the reaction product. (3) Given the reactants [Cl:1][C:2]1[CH:3]=[C:4]2[C:8](=[CH:9][CH:10]=1)[N:7]([CH2:11][O:12]C(=O)C(C)(C)C)[C:6]([C:19]1[CH:20]=[N:21][CH:22]=[CH:23][CH:24]=1)=[C:5]2[CH3:25].CC(C[AlH]CC(C)C)C, predict the reaction product. The product is: [Cl:1][C:2]1[CH:3]=[C:4]2[C:8](=[CH:9][CH:10]=1)[N:7]([CH2:11][OH:12])[C:6]([C:19]1[CH:20]=[N:21][CH:22]=[CH:23][CH:24]=1)=[C:5]2[CH3:25]. (4) Given the reactants [Cl:1][C:2]1[CH:27]=[CH:26][C:5]([CH2:6][NH:7][C:8]([C:10]2[C:11](=[O:25])[C:12]3[CH:22]=[C:21]([CH2:23]Cl)[S:20][C:13]=3[N:14]([CH2:16][CH2:17][O:18][CH3:19])[CH:15]=2)=[O:9])=[CH:4][CH:3]=1.[C:28]1([C@H:34]([OH:37])[CH2:35][OH:36])[CH:33]=[CH:32][CH:31]=[CH:30][CH:29]=1, predict the reaction product. The product is: [Cl:1][C:2]1[CH:3]=[CH:4][C:5]([CH2:6][NH:7][C:8]([C:10]2[C:11](=[O:25])[C:12]3[CH:22]=[C:21]([CH2:23][O:36][CH2:35][C@@H:34]([OH:37])[C:28]4[CH:33]=[CH:32][CH:31]=[CH:30][CH:29]=4)[S:20][C:13]=3[N:14]([CH2:16][CH2:17][O:18][CH3:19])[CH:15]=2)=[O:9])=[CH:26][CH:27]=1.